From a dataset of Peptide-MHC class I binding affinity with 185,985 pairs from IEDB/IMGT. Regression. Given a peptide amino acid sequence and an MHC pseudo amino acid sequence, predict their binding affinity value. This is MHC class I binding data. The peptide sequence is YVLSFQVTF. The MHC is HLA-C04:01 with pseudo-sequence HLA-C04:01. The binding affinity (normalized) is 0.213.